The task is: Binary Classification. Given a miRNA mature sequence and a target amino acid sequence, predict their likelihood of interaction.. This data is from Experimentally validated miRNA-target interactions with 360,000+ pairs, plus equal number of negative samples. (1) The miRNA is hsa-miR-940 with sequence AAGGCAGGGCCCCCGCUCCCC. The protein sequence of the target gene is MNIILEILLLLITIIYSYLESLVKFFIPQRRKSVAGEIVLITGAGHGIGRQTTYEFAKRQSILVLWDINKRGVEETAAECRKLGVTAHAYVVDCSNREEIYRSLNQVKKEVGDVTIVVNNAGTVYPADLLSTKDEEITKTFEVNILGHFWITKALLPSMMERNHGHIVTVASVCGHEGIPYLIPYCSSKFAAVGFHRGLTSELQALGKTGIKTSCLCPVFVNTGFTKNPSTRLWPVLETDEVVRSLIDGILTNKKMIFVPSYINIFLRLQKFLPERASAILNRMQNIQFEAVVGHKIKMK.... Result: 1 (interaction). (2) Result: 0 (no interaction). The protein sequence of the target gene is MAPPAPGPASGGSGEVDELFDVKNAFYIGSYQQCINEAQRVKLSSPERDVERDVFLYRAYLAQRKFGVVLDEIKPSSAPELQAVRMFADYLAHESRRDSIVAELDREMSRSVDVTNTTFLLMAASIYLHDQNPDAALRALHQGDSLECTAMTVQILLKLDRLDLARKELKRMQDLDEDATLTQLATAWVSLATGGEKLQDAYYIFQEMADKCSPTLLLLNGQAACHMAQGRWEAAEGLLQEALDKDSGYPETLVNLIVLSQHLGKPPEVTNRYLSQLKDAHRSHPFIKEYQAKENDFDRL.... The miRNA is dme-miR-9a-5p with sequence UCUUUGGUUAUCUAGCUGUAUGA. (3) The miRNA is hsa-miR-6809-5p with sequence UGGCAAGGAAAGAAGAGGAUCA. The protein sequence of the target gene is MEKPPSPPPPPRAQTSPGLGKVGVLPNRRLGAVRGGLMSSPPGRRARLASPGTSRPSSEAREELRRRLRDLIEGNRVMIFSKSYCPHSTRVKELFSSLGVVYNILELDQVDDGASVQEVLTEISNQKTVPNIFVNKVHVGGCDRTFQAHQNGLLQKLLQDDSAHDYDLIIIGGGSGGLSCAKEAANLGKKVMVLDFVVPSPQGTTWGLGGTCVNVGCIPKKLMHQAALLGHALQDAKKYGWEYNQQVKHNWEAMTEAIQSHIGSLNWGYRVTLREKGVTYVNSFGEFVDLHKIKATNKKG.... Result: 0 (no interaction). (4) The miRNA is hsa-miR-6735-5p with sequence CAGGGCAGAGGGCACAGGAAUCUGA. The protein sequence of the target gene is MHSPPGLLALWLCAVLCASARAGSDPQPGPGRPACPAPCHCQEDGIMLSADCSELGLSVVPADLDPLTAYLDLSMNNLTELQPGLFHHLRFLEELRLSGNHLSHIPGQAFSGLHSLKILMLQSNQLRGIPAEALWELPSLQSLRLDANLISLVPERSFEGLSSLRHLWLDDNALTEIPVRALNNLPALQAMTLALNHIRHIPDYAFQNLTSLVVLHLHNNRIQHVGTHSFEGLHNLETLDLNYNELQEFPLAIRTLGRLQELGFHNNNIKAIPEKAFMGSPLLQTIHFYDNPIQFVGRSA.... Result: 0 (no interaction). (5) The miRNA is dme-miR-283-5p with sequence AAAUAUCAGCUGGUAAUUCUGG. The protein sequence of the target gene is MVLLESEQFLTELTRLFQKCRTSGSVYITLKKYDGRTKPIPKKGTVEGFEPADNKCLLRATDGKKKISTVVSSKEVNKFQMAYSNLLRANMDGLKKRDKKNKTKKTKAAAAAAAAAPAAAATAPTTAATTAATAAQ. Result: 0 (no interaction). (6) The miRNA is hsa-miR-4751 with sequence AGAGGACCCGUAGCUGCUAGAAGG. The protein sequence of the target gene is MRPAALLLLPSLLALLAHGLSSEAPITGEGHATGIRETDGELTAAPTPEQSDRGVHFVTTAPTLKLLNHHPLLEEFLQEGLEREEAPQPALPFQPDSPTHFTPSPLPRLTNQDNRPVFTSPTPAVAAAPTQPHSREKPWNLESKPPELSITSSLPPGPSMAVPTLLPEDRPSTTPPSQAWTPTQEGPGDMDRPWVPEVMSKTTGLGVEGTIATSTASGDDEETTTTIITTTVTTVQPPGPCSWNFSGPEGSLDSPTAPSSPSDVGLDCFYYISVYPGYGVEIKVENISLQEGETITVEGL.... Result: 0 (no interaction). (7) The miRNA is hsa-miR-1255a with sequence AGGAUGAGCAAAGAAAGUAGAUU. The protein sequence of the target gene is MGTKGKVIKCKAAIAWEAGKPLCIEEVEVAPPKAHEVRIQIIATSLCHTDATVIDSKFEGLAFPVIVGHEAAGIVESIGPGVTNVKPGDKVIPLYAPLCRKCKFCLSPLTNLCGKISNLKSPASDQQLMEDKTSRFTCKGKPVYHFFGTSTFSQYTVVSDINLAKIDDDANLERVCLLGCGFSTGYGAAINNAKVTPGSTCAVFGLGGVGLSAVMGCKAAGASRIIGIDINSEKFVKAKALGATDCLNPRDLHKPIQEVIIELTKGGVDFALDCAGGSETMKAALDCTTAGWGSCTFIGV.... Result: 0 (no interaction). (8) The miRNA is dre-miR-140-5p with sequence CAGUGGUUUUACCCUAUGGUAG. The protein sequence of the target gene is MRCLAARVNYKTLIIICALFTLVTVLLWNKCSSDKAIQFPRHLSSGFRVDGLEKRSAASESNHYANHIAKQQSEEAFPQEQQKAPPVVGGFNSNGGSKVLGLKYEEIDCLINDEHTIKGRREGNEVFLPFTWVEKYFDVYGKVVQYDGYDRFEFSHSYSKVYAQRSPYHPDGVFMSFEGYNVEVRDRVKCISGVEGVPLSTQWGPQGYFYPIQIAQYGLSHYSKNLTEKPPHIEVYETAEDRDRNIRPNEWTVPKGCFMASVADKSRSTNVKQFIAPETSEGVSLQLGNTKDFIISFDLK.... Result: 0 (no interaction). (9) The miRNA is hsa-miR-6871-5p with sequence CAUGGGAGUUCGGGGUGGUUGC. The protein sequence of the target gene is MAPQNLGTFCLLLLYLIGTVIAGRDFYKILGVPRSASIKDIKKAYRKLALQLHPDRNPDDPRAQEKFQDLGAAYEVLSDSEKRKQYDTYGEEGLKDGHQSSHGDIFSHFFGDFGFMFGGTPRQQDRNIPRGSDIIVDLEVTLEEVYAGNFVEVVRNKPVARQAPGKRKCNCRQEMRTTQLGPGRFQMTQEVVCDECPNVKLVNEERTLEVEIEPGVRDGMEYPFIGEGEPHVDGEPGDLRFRIKVVKHSIFERRGDDLYTNVTISLVESLVGFDMDITHLDGHKVHISRDKITRPGAKLW.... Result: 0 (no interaction).